Task: Predict the reaction yield, written as a fraction of the theoretical maximum amount of product (1.0 means a 100% yield; for example, 0.34 means a 34% yield).. Dataset: Reaction yield outcomes from USPTO patents with 853,638 reactions (1) The reactants are Br[C:2]1[CH:3]=[C:4]([NH:8][C:9]2[CH:14]=[CH:13][C:12]([Cl:15])=[CH:11][C:10]=2[N+:16]([O-:18])=[O:17])[CH:5]=[N:6][CH:7]=1.[CH3:19][S:20]([O-:22])=[O:21].[Na+].C1CN[C@H](C(O)=O)C1.[OH-].[Na+]. The catalyst is CS(C)=O.O.[Cu]I. The product is [Cl:15][C:12]1[CH:13]=[CH:14][C:9]([NH:8][C:4]2[CH:5]=[N:6][CH:7]=[C:2]([S:20]([CH3:19])(=[O:22])=[O:21])[CH:3]=2)=[C:10]([N+:16]([O-:18])=[O:17])[CH:11]=1. The yield is 0.479. (2) The reactants are Br[C:2]1[CH:7]=[CH:6][C:5]([O:8][CH3:9])=[CH:4][CH:3]=1.[Si:10]([O:17][C:18]1[CH:19]=[C:20]([CH:23]=[C:24]([O:26][Si:27]([C:30]([CH3:33])([CH3:32])[CH3:31])([CH3:29])[CH3:28])[CH:25]=1)[CH:21]=[O:22])([C:13]([CH3:16])([CH3:15])[CH3:14])([CH3:12])[CH3:11]. No catalyst specified. The product is [Si:10]([O:17][C:18]1[CH:19]=[C:20]([CH:23]=[C:24]([O:26][Si:27]([C:30]([CH3:33])([CH3:32])[CH3:31])([CH3:28])[CH3:29])[CH:25]=1)[CH:21]([OH:22])[C:2]1[CH:7]=[CH:6][C:5]([O:8][CH3:9])=[CH:4][CH:3]=1)([C:13]([CH3:16])([CH3:15])[CH3:14])([CH3:12])[CH3:11]. The yield is 0.820. (3) The reactants are CC1(C)P([C:12]2[C:17]([O:18][CH3:19])=[CH:16][CH:15]=[C:14](OC)[C:13]=2C2C(C(C)C)=CC(C(C)C)=CC=2C(C)C)C(C)(C)CC2(OCCO2)C1.C(=O)([O-])[O-].[Cs+].[Cs+].[CH2:46]([OH:50])[CH2:47][CH2:48][CH3:49].ClC1C=CC=CC=1OC. The catalyst is C1(C)C=CC=CC=1.C(OCC)(=O)C.C([O-])(=O)C.[Pd+2].C([O-])(=O)C. The product is [CH2:46]([O:50][C:12]1[CH:13]=[CH:14][CH:15]=[CH:16][C:17]=1[O:18][CH3:19])[CH2:47][CH2:48][CH3:49]. The yield is 0.620. (4) The reactants are [CH:1]1([C@H:4]([NH:7][C:8]2[C:13]([N+:14]([O-])=O)=[C:12]([C:17]3[CH:22]=[C:21]([F:23])[C:20]([O:24][CH3:25])=[CH:19][C:18]=3[CH3:26])[CH:11]=[CH:10][N:9]=2)[CH2:5][CH3:6])[CH2:3][CH2:2]1.[O-]S(S([O-])=O)=O.[Na+].[Na+]. No catalyst specified. The product is [CH:1]1([C@H:4]([NH:7][C:8]2[C:13]([NH2:14])=[C:12]([C:17]3[CH:22]=[C:21]([F:23])[C:20]([O:24][CH3:25])=[CH:19][C:18]=3[CH3:26])[CH:11]=[CH:10][N:9]=2)[CH2:5][CH3:6])[CH2:3][CH2:2]1. The yield is 0.980. (5) The reactants are [CH3:1][CH:2]([CH2:5][OH:6])[CH2:3][OH:4].[N+:7]([C:10]1[CH:17]=[CH:16][CH:15]=[C:14]([N+]([O-])=O)[C:11]=1[C:12]#[N:13])([O-:9])=[O:8]. No catalyst specified. The product is [OH:4][CH2:3][CH:2]([CH3:1])[CH2:5][O:6][C:14]1[CH:15]=[CH:16][CH:17]=[C:10]([N+:7]([O-:9])=[O:8])[C:11]=1[C:12]#[N:13]. The yield is 0.370. (6) The reactants are [CH3:1][N:2]([CH:4]([N:36]([CH3:38])[CH3:37])[CH2:5][CH2:6][NH:7][CH:8]([S:21][S:22][CH2:23][C@:24](C(OC(C)(C)C)=O)([NH2:28])[C:25]([OH:27])=[O:26])[C@:9](C(OC(C)(C)C)=O)([NH2:13])[C:10]([OH:12])=[O:11])[CH3:3].N#N. No catalyst specified. The product is [CH3:3][N:2]([CH:4]([N:36]([CH3:37])[CH3:38])[CH2:5][CH2:6][NH:7][CH:8]([S:21][S:22][CH2:23][C@H:24]([NH2:28])[C:25]([OH:27])=[O:26])[C@H:9]([NH2:13])[C:10]([OH:12])=[O:11])[CH3:1]. The yield is 1.00.